Dataset: Reaction yield outcomes from USPTO patents with 853,638 reactions. Task: Predict the reaction yield, written as a fraction of the theoretical maximum amount of product (1.0 means a 100% yield; for example, 0.34 means a 34% yield). The reactants are [C:1]([C:5]1[CH:10]=[CH:9][C:8]([S:11]([NH:14][C:15]2[CH:16]=[C:17]3[C:21](=[CH:22][CH:23]=2)[NH:20][C:19]([C:24](O)=[O:25])=[C:18]3[C:27]2[CH:32]=[CH:31][CH:30]=[C:29]([CH3:33])[CH:28]=2)(=[O:13])=[O:12])=[CH:7][CH:6]=1)([CH3:4])([CH3:3])[CH3:2].[NH2:34][CH2:35][CH2:36][N:37]1[CH2:42][CH2:41][O:40][CH2:39][CH2:38]1. The catalyst is ClCCl.CO. The product is [N:37]1([CH2:36][CH2:35][NH:34][C:24]([C:19]2[NH:20][C:21]3[C:17]([C:18]=2[C:27]2[CH:32]=[CH:31][CH:30]=[C:29]([CH3:33])[CH:28]=2)=[CH:16][C:15]([NH:14][S:11]([C:8]2[CH:7]=[CH:6][C:5]([C:1]([CH3:3])([CH3:4])[CH3:2])=[CH:10][CH:9]=2)(=[O:12])=[O:13])=[CH:23][CH:22]=3)=[O:25])[CH2:42][CH2:41][O:40][CH2:39][CH2:38]1. The yield is 0.490.